Dataset: Forward reaction prediction with 1.9M reactions from USPTO patents (1976-2016). Task: Predict the product of the given reaction. The product is: [I:12][C:13]1[CH:21]=[CH:20][C:16]([C:17]([NH:8][CH2:7][CH2:6][C:5]2[CH:9]=[CH:10][CH:11]=[C:3]([O:2][CH3:1])[CH:4]=2)=[O:18])=[CH:15][CH:14]=1. Given the reactants [CH3:1][O:2][C:3]1[CH:4]=[C:5]([CH:9]=[CH:10][CH:11]=1)[CH2:6][CH2:7][NH2:8].[I:12][C:13]1[CH:21]=[CH:20][C:16]([C:17](Cl)=[O:18])=[CH:15][CH:14]=1.CCN(CC)CC, predict the reaction product.